This data is from Forward reaction prediction with 1.9M reactions from USPTO patents (1976-2016). The task is: Predict the product of the given reaction. (1) Given the reactants Cl[C:2]1[CH:7]=[CH:6][C:5]([C:8]([F:11])([F:10])[F:9])=[CH:4][N:3]=1.[Cl:12][C:13]1[CH:18]=[C:17]([Cl:19])[CH:16]=[CH:15][C:14]=1[C:20]1[C:25]([C:26]2[NH:27][CH:28]=[CH:29][N:30]=2)=[CH:24][N:23]=[C:22]([NH:31][CH2:32][CH2:33][NH:34]C2C=CC([N+]([O-])=O)=CN=2)[N:21]=1, predict the reaction product. The product is: [Cl:12][C:13]1[CH:18]=[C:17]([Cl:19])[CH:16]=[CH:15][C:14]=1[C:20]1[C:25]([C:26]2[NH:30][CH:29]=[CH:28][N:27]=2)=[CH:24][N:23]=[C:22]([NH:31][CH2:32][CH2:33][NH:34][C:2]2[CH:7]=[CH:6][C:5]([C:8]([F:11])([F:10])[F:9])=[CH:4][N:3]=2)[N:21]=1. (2) Given the reactants [NH2:1][C@:2]12[CH2:38][CH2:37][C@@H:36]([C:39]([CH3:41])=[CH2:40])[C@@H:3]1[C@@H:4]1[C@@:17]([CH3:20])([CH2:18][CH2:19]2)[C@@:16]2([CH3:21])[C@@H:7]([C@:8]3([CH3:35])[C@@H:13]([CH2:14][CH2:15]2)[C:12]([CH3:23])([CH3:22])[C:11]([C:24]2[CH2:29][CH2:28][CH:27]([C:30]([O:32][CH2:33][CH3:34])=[O:31])[CH2:26][CH:25]=2)=[CH:10][CH2:9]3)[CH2:6][CH2:5]1.[CH2:42](Br)[CH2:43][OH:44].[I-].[K+].P(=O)(O)(O)O.[K], predict the reaction product. The product is: [OH:44][CH2:43][CH2:42][NH:1][C@:2]12[CH2:38][CH2:37][C@@H:36]([C:39]([CH3:41])=[CH2:40])[C@@H:3]1[C@@H:4]1[C@@:17]([CH3:20])([CH2:18][CH2:19]2)[C@@:16]2([CH3:21])[C@@H:7]([C@:8]3([CH3:35])[C@@H:13]([CH2:14][CH2:15]2)[C:12]([CH3:23])([CH3:22])[C:11]([C:24]2[CH2:29][CH2:28][CH:27]([C:30]([O:32][CH2:33][CH3:34])=[O:31])[CH2:26][CH:25]=2)=[CH:10][CH2:9]3)[CH2:6][CH2:5]1. (3) Given the reactants [NH2:1][C:2]1[CH:7]=[CH:6][C:5]([CH2:8][C@H:9]([NH:28][C:29](=[O:31])[CH3:30])[C@@H:10]2[O:14][C:13](=[O:15])[N:12]([C:16]3([C:19]4[CH:24]=[CH:23][CH:22]=[C:21]([CH:25]([CH3:27])[CH3:26])[CH:20]=4)[CH2:18][CH2:17]3)[CH2:11]2)=[CH:4][CH:3]=1.Cl[C:33]1[CH:38]=[C:37]([C:39]2[CH:44]=[CH:43][C:42]([F:45])=[CH:41][CH:40]=2)[N:36]=[CH:35][N:34]=1.Cl, predict the reaction product. The product is: [F:45][C:42]1[CH:41]=[CH:40][C:39]([C:37]2[N:36]=[CH:35][N:34]=[C:33]([NH:1][C:2]3[CH:7]=[CH:6][C:5]([CH2:8][C@H:9]([NH:28][C:29](=[O:31])[CH3:30])[C@@H:10]4[O:14][C:13](=[O:15])[N:12]([C:16]5([C:19]6[CH:24]=[CH:23][CH:22]=[C:21]([CH:25]([CH3:27])[CH3:26])[CH:20]=6)[CH2:18][CH2:17]5)[CH2:11]4)=[CH:4][CH:3]=3)[CH:38]=2)=[CH:44][CH:43]=1.